This data is from Forward reaction prediction with 1.9M reactions from USPTO patents (1976-2016). The task is: Predict the product of the given reaction. (1) The product is: [C:31]([O:30][C:28]([N:25]1[CH2:26][CH2:27][CH:22]([CH2:21][N:11]2[CH:12]=[N:13][C:9]([C@:7]([CH:1]3[CH2:2][CH2:3][CH2:4][CH2:5][CH2:6]3)([OH:8])[C:14]3[CH:19]=[CH:18][CH:17]=[CH:16][CH:15]=3)=[N:10]2)[CH2:23][CH2:24]1)=[O:29])([CH3:34])([CH3:32])[CH3:33]. Given the reactants [CH:1]1([C@@:7]([C:14]2[CH:19]=[CH:18][CH:17]=[CH:16][CH:15]=2)([C:9]2[N:13]=[CH:12][NH:11][N:10]=2)[OH:8])[CH2:6][CH2:5][CH2:4][CH2:3][CH2:2]1.Br[CH2:21][CH:22]1[CH2:27][CH2:26][N:25]([C:28]([O:30][C:31]([CH3:34])([CH3:33])[CH3:32])=[O:29])[CH2:24][CH2:23]1.C(=O)([O-])[O-].[Cs+].[Cs+], predict the reaction product. (2) Given the reactants [C:1]([C:3]1[CH:4]=[C:5]([C:13]2[O:17][N:16]=[C:15]([C:18]3[CH:26]=[CH:25][CH:24]=[C:23]4[C:19]=3[CH2:20][N:21](C(OC(C)(C)C)=O)[CH2:22]4)[N:14]=2)[CH:6]=[CH:7][C:8]=1[O:9][CH:10]([CH3:12])[CH3:11])#[N:2].[ClH:34], predict the reaction product. The product is: [ClH:34].[CH2:22]1[C:23]2[C:19](=[C:18]([C:15]3[N:14]=[C:13]([C:5]4[CH:6]=[CH:7][C:8]([O:9][CH:10]([CH3:12])[CH3:11])=[C:3]([CH:4]=4)[C:1]#[N:2])[O:17][N:16]=3)[CH:26]=[CH:25][CH:24]=2)[CH2:20][NH:21]1. (3) Given the reactants [OH:1][CH2:2][C:3]([C:5]1[CH:10]=[CH:9][CH:8]=[CH:7][C:6]=1[C:11]1[CH:31]=[CH:30][C:14]2[NH:15][C:16]([CH2:18][O:19][C:20]3[CH:25]=[CH:24][C:23]([C:26]([F:29])([F:28])[F:27])=[CH:22][CH:21]=3)=[N:17][C:13]=2[CH:12]=1)=[O:4].[BH4-].[Na+], predict the reaction product. The product is: [F:29][C:26]([F:27])([F:28])[C:23]1[CH:24]=[CH:25][C:20]([O:19][CH2:18][C:16]2[NH:15][C:14]3[CH:30]=[CH:31][C:11]([C:6]4[CH:7]=[CH:8][CH:9]=[CH:10][C:5]=4[CH:3]([OH:4])[CH2:2][OH:1])=[CH:12][C:13]=3[N:17]=2)=[CH:21][CH:22]=1. (4) The product is: [CH3:1][C:2]1([CH3:18])[O:6][C@@H:5]([CH:7]=[O:17])[CH2:4][O:3]1. Given the reactants [CH3:1][C:2]1([CH3:18])[O:6][C@@H:5]([C@@H:7]([OH:17])[C@@H:7]([C@H:5]2[CH2:4][O:3][C:2]([CH3:18])([CH3:1])[O:6]2)[OH:17])[CH2:4][O:3]1, predict the reaction product. (5) Given the reactants [CH3:1][CH:2]([O:4][C@@H:5]([CH3:22])[C@@H:6]([C:18]([O:20][CH3:21])=[O:19])[NH:7]C(OCC1C=CC=CC=1)=O)[CH3:3], predict the reaction product. The product is: [CH3:3][CH:2]([O:4][C@@H:5]([CH3:22])[C@@H:6]([C:18]([O:20][CH3:21])=[O:19])[NH2:7])[CH3:1]. (6) Given the reactants Br[C:2]1[N:3]=[C:4]([C:11]([C:13]2[CH:18]=[CH:17][CH:16]=[CH:15][C:14]=2[C:19]([F:22])([F:21])[F:20])=[O:12])[N:5]2[CH2:10][CH2:9][CH2:8][CH2:7][C:6]=12.[CH3:23][O:24][C:25]([C:27]1[CH:32]=[CH:31][C:30](B(O)O)=[CH:29][CH:28]=1)=[O:26].[O-]P([O-])([O-])=O.[K+].[K+].[K+], predict the reaction product. The product is: [F:20][C:19]([F:22])([F:21])[C:14]1[CH:15]=[CH:16][CH:17]=[CH:18][C:13]=1[C:11]([C:4]1[N:5]2[CH2:10][CH2:9][CH2:8][CH2:7][C:6]2=[C:2]([C:30]2[CH:31]=[CH:32][C:27]([C:25]([O:24][CH3:23])=[O:26])=[CH:28][CH:29]=2)[N:3]=1)=[O:12].